Dataset: Peptide-MHC class II binding affinity with 134,281 pairs from IEDB. Task: Regression. Given a peptide amino acid sequence and an MHC pseudo amino acid sequence, predict their binding affinity value. This is MHC class II binding data. (1) The peptide sequence is YDKTLANVSTVLTGK. The MHC is DRB1_1001 with pseudo-sequence DRB1_1001. The binding affinity (normalized) is 0.587. (2) The peptide sequence is AFCVAATAANAAPAN. The MHC is DRB1_0802 with pseudo-sequence DRB1_0802. The binding affinity (normalized) is 0.516. (3) The peptide sequence is YDKFLANVSTVLTRK. The MHC is DRB1_1302 with pseudo-sequence DRB1_1302. The binding affinity (normalized) is 0.847. (4) The peptide sequence is ETLLLLTLLAAVTGG. The MHC is DRB1_0101 with pseudo-sequence DRB1_0101. The binding affinity (normalized) is 0.517. (5) The MHC is DRB3_0301 with pseudo-sequence DRB3_0301. The binding affinity (normalized) is 0.625. The peptide sequence is KKMNISVIMLLVSGWNS. (6) The peptide sequence is PAGVCPTIGVGGNFA. The MHC is HLA-DQA10102-DQB10602 with pseudo-sequence HLA-DQA10102-DQB10602. The binding affinity (normalized) is 0.0511. (7) The peptide sequence is TWGKAKIVTAETQNS. The MHC is DRB1_0405 with pseudo-sequence DRB1_0405. The binding affinity (normalized) is 0.478. (8) The peptide sequence is FLATRIFGRRSIPVN. The MHC is DRB1_0404 with pseudo-sequence DRB1_0404. The binding affinity (normalized) is 0.607. (9) The peptide sequence is YTDVWSLDPTFTIETT. The MHC is DRB1_0301 with pseudo-sequence DRB1_0301. The binding affinity (normalized) is 0.498.